This data is from Experimentally validated miRNA-target interactions with 360,000+ pairs, plus equal number of negative samples. The task is: Binary Classification. Given a miRNA mature sequence and a target amino acid sequence, predict their likelihood of interaction. (1) The miRNA is mmu-miR-539-5p with sequence GGAGAAAUUAUCCUUGGUGUGU. Result: 1 (interaction). The protein sequence of the target gene is MNEQKMNEQMKKTAKTSGQKGPGGRALDRLTLKQDEARPVQNTRVEAPRVTYTIRDESEISPETEEDGFPDGYLECIIRGEFSEPILEEDFLFKSFESLEEVEQNLSRQVLEASSLLESSLEYMTKGTKQEKTEVTQETPPLRVGASSLLAGGPAEKPEGGVYCGVLSMLECPQAGCKKKLRGKTALRKHMLVHGPRRHVCAECGKAFTESSKLKRHFLVHTGEKPYQCTFEGCGKRFSLDFNLRTHIRIHTGERRFVCPFDGCEKSFIQSNNQKIHILTHAKAGKKC. (2) The miRNA is hsa-miR-452-3p with sequence CUCAUCUGCAAAGAAGUAAGUG. The protein sequence of the target gene is MPPKNKEKGKKSGAQKKKKNWGADVVAESRHRLVVLEKELLRDHLALRRDEARRAKASEDQLRQRLQGVEAELEGARSEGKAIYAEMSRQCHALQEDMQTRSKQLEEEVKGLRGQLEACQREAAAAREEAEQALGERDQALAQLRAHMADMEAKYEEILHDSLDRLLAKLRAIKQQWDGAALRLHARHKEQQRQFGLTPPGSLRPPAPSL. Result: 0 (no interaction). (3) The miRNA is hsa-miR-6797-3p with sequence UGCAUGACCCUUCCCUCCCCAC. The protein sequence of the target gene is MAESGESGGPPGSQDSAAGAEGAGAPAAAASAEPKIMKVTVKTPKEKEEFAVPENSSVQQFKEEISKRFKSHTDQLVLIFAGKILKDQDTLSQHGIHDGLTVHLVIKTQNRPQDHSAQQTNTAGSNVTTSSTPNSNSTSGSATSNPFGLGGLGGLAGLSSLGLNTTNFSELQSQMQRQLLSNPEMMVQIMENPFVQSMLSNPDLMRQLIMANPQMQQLIQRNPEISHMLNNPDIMRQTLELARNPAMMQEMMRNQDRALSNLESIPGGYNALRRMYTDIQEPMLSAAQEQFGGNPFASLV.... Result: 1 (interaction). (4) The miRNA is hsa-miR-4795-3p with sequence AUAUUAUUAGCCACUUCUGGAU. The protein sequence of the target gene is MRHSLTKLLAASGSNSPTRSESPEPAATCSLPSDLTRAAAGEEETAAAGSPGRKQQFGDEGELEAGRGSRGGVAVRAPSPEEMEEEAIASLPGEETEDMDFLSGLELADLLDPRQPDWHLDPGLSSPGPLSSSGGGSDSGGLWRGDDDDEAAAAEMQRFSDLLQRLLNGIGGCSSSSDSGSAEKRRRKSPGGGGGGGSGNDNNQAATKSPRKAAAAAARLNRLKKKEYVMGLESRVRGLAAENQELRAENRELGKRVQALQEESRYLRAVLANETGLARLLSRLSGVGLRLTTSLFRDSP.... Result: 1 (interaction). (5) Result: 1 (interaction). The protein sequence of the target gene is MAATLQFLVCLVVAICLLSGVTTTQPHAGQPMDSTSVGGGLQEPEAPEVMFELLWAGLELDVMGQLHIQDEELASTHPGRRLRLLLQHHVPSDLEGTEQWLQQLQDLRKGPPLSTWDFEHLLLTGLSCVYRLHAASEAEERGRWAQVFALLAQETLWDLCKGFCPQDRPPSLGSWASILDPFP. The miRNA is hsa-miR-6894-3p with sequence UUGCCUGCCCUCUUCCUCCAG. (6) The miRNA is hsa-miR-4441 with sequence ACAGGGAGGAGAUUGUA. The protein sequence of the target gene is MYAFYSLLIYIFYSLFRRDGGAAAAAEPGDPAQRARKPRGRRRPDLPAPELWTELTGLAASSEPEDGSEGAAEGRAAAVSLEEALLRLAEFLSVQLGAEESCGGPADLGQSGEVPSLLTVTSQLLALLAWLRSPRGRQALLQGTQPAPRVRPPSPDGSTSQEESPSHFTAVPGEPLGDETQGQQPLQLEEDQRAWQRLEQLILGQLEELKQQLEQQEEELGRLRLGVGATDSEKRVQHLTLENEALKQSLSLMRDLLLHWGPGPPIRAPQEEAEALLELQGRLQEAQDTTEALRAQLGVQ.... Result: 1 (interaction). (7) The miRNA is hsa-miR-377-3p with sequence AUCACACAAAGGCAACUUUUGU. Result: 0 (no interaction). The protein sequence of the target gene is MAASLGGMFTGQPPGPPPPPPGLPGQASLLQAAPGAPRPSNSTLVDELESSFEACFASLVSQDYVNGTDQEEIRTGVDQCIQKFLDIARQTECFFLQKRLQLSVQKPDQVIKEDVSELRSELQRKDALVQKHLTKLRHWQQVLEDINVQHKKPADMPQGSLAFLEQASANIPAPLKQT. (8) The miRNA is mmu-miR-1936 with sequence UAACUGACCUGCUGUGAACUGGC. The protein sequence of the target gene is MLPDCLSAEGELRCRRLLAGATARLRARPASAAVLVPLCSVRGVPALLYTLRSSRLTGRHKGDVSFPGGKCDPADQDVVHTALRETREELGLAVPEEHVWGLLRPVYDPQKATVVPVLAGVGPLDPQSLRPNSEEVDEVFALPLAHLLQTQNQGYTHFCRGGHFRYTLPVFLHGPHRVWGLTAVITEFALQLLAPGTYQPRLAGLTCSGAEGLARPKQPLASPCQASSTPGLNKGL. Result: 0 (no interaction).